Dataset: Forward reaction prediction with 1.9M reactions from USPTO patents (1976-2016). Task: Predict the product of the given reaction. (1) Given the reactants [CH3:1][NH:2][CH3:3].C[O-].[Na+].[C:7]([O:14]CC)(=O)[C:8]([O:10][CH2:11][CH3:12])=[O:9].P(=O)(O)(O)O, predict the reaction product. The product is: [CH3:1][N:2]([CH3:3])[C:7](=[O:14])[C:8]([O:10][CH2:11][CH3:12])=[O:9]. (2) Given the reactants [Cl:1][C:2]1[CH:3]=[CH:4][C:5]([N+:11]([O-])=O)=[C:6]([CH:10]=1)[C:7]([OH:9])=[O:8], predict the reaction product. The product is: [NH2:11][C:5]1[CH:4]=[CH:3][C:2]([Cl:1])=[CH:10][C:6]=1[C:7]([OH:9])=[O:8]. (3) Given the reactants [N:1]1[CH:6]=[CH:5][CH:4]=[C:3]([CH:7]=[N:8][OH:9])[CH:2]=1.[CH2:10]([N:13]1[CH2:17][CH2:16][CH2:15][C:14]1=[O:18])[C:11]#[CH:12], predict the reaction product. The product is: [N:1]1[CH:6]=[CH:5][CH:4]=[C:3]([C:7]2[CH:12]=[C:11]([CH2:10][N:13]3[CH2:17][CH2:16][CH2:15][C:14]3=[O:18])[O:9][N:8]=2)[CH:2]=1. (4) Given the reactants CS([C:5]1[N:10]=[C:9]([CH2:11][CH2:12][C:13]2[CH:18]=[CH:17][CH:16]=[CH:15][C:14]=2[CH2:19][C:20]([O:22][CH3:23])=[O:21])[CH:8]=[CH:7][N:6]=1)(=O)=O.[NH2:24][C:25]1[CH:30]=[CH:29][C:28]([N:31]2[CH2:36][CH2:35][N:34]([C:37]([O:39][CH2:40][C:41]3[CH:46]=[CH:45][CH:44]=[CH:43][CH:42]=3)=[O:38])[CH2:33][CH2:32]2)=[CH:27][CH:26]=1, predict the reaction product. The product is: [CH3:23][O:22][C:20](=[O:21])[CH2:19][C:14]1[CH:15]=[CH:16][CH:17]=[CH:18][C:13]=1[CH2:12][CH2:11][C:9]1[CH:8]=[CH:7][N:6]=[C:5]([NH:24][C:25]2[CH:26]=[CH:27][C:28]([N:31]3[CH2:32][CH2:33][N:34]([C:37]([O:39][CH2:40][C:41]4[CH:42]=[CH:43][CH:44]=[CH:45][CH:46]=4)=[O:38])[CH2:35][CH2:36]3)=[CH:29][CH:30]=2)[N:10]=1.